From a dataset of Reaction yield outcomes from USPTO patents with 853,638 reactions. Predict the reaction yield, written as a fraction of the theoretical maximum amount of product (1.0 means a 100% yield; for example, 0.34 means a 34% yield). (1) The reactants are [CH3:1][C:2]1[CH:10]=[C:9](C(O)=O)[C:8]([CH3:14])=[CH:7][C:3]=1[C:4]([OH:6])=[O:5].[CH3:15][OH:16].[CH3:17][Si](C=[N+]=[N-])(C)C.C[CH2:25][O:26]CC. No catalyst specified. The product is [CH3:14][C:8]1[CH:7]=[C:3]([C:4]([O:6][CH3:17])=[O:5])[C:2]([CH3:1])=[CH:10][C:9]=1[C:15]([O:26][CH3:25])=[O:16]. The yield is 0.930. (2) The reactants are [CH2:1]([CH:6]1[CH2:11][CH2:10][CH:9]([CH:12]2[CH2:17][CH2:16][CH:15]([CH:18]([CH2:21][OH:22])[CH2:19][OH:20])[CH2:14][CH2:13]2)[CH2:8][CH2:7]1)[CH2:2][CH2:3][CH2:4][CH3:5].[C:23](Cl)(Cl)=[S:24].C1C=CC=CC=1. The catalyst is N1C=CC=CC=1. The product is [CH2:1]([CH:6]1[CH2:11][CH2:10][CH:9]([CH:12]2[CH2:13][CH2:14][CH:15]([CH:18]3[CH2:19][O:20][C:23](=[S:24])[O:22][CH2:21]3)[CH2:16][CH2:17]2)[CH2:8][CH2:7]1)[CH2:2][CH2:3][CH2:4][CH3:5]. The yield is 0.381. (3) The reactants are Cl[C:2]1[C:11]([CH:12]=[O:13])=[CH:10][C:9]2[C:4](=[CH:5][CH:6]=[C:7]([CH3:14])[CH:8]=2)[N:3]=1.[CH2:15]([NH2:17])[CH3:16].Cl.C([O-])(O)=O.[Na+]. The catalyst is O1CCOCC1.C1COCC1. The product is [CH2:15]([NH:17][C:2]1[C:11]([CH:12]=[O:13])=[CH:10][C:9]2[C:4](=[CH:5][CH:6]=[C:7]([CH3:14])[CH:8]=2)[N:3]=1)[CH3:16]. The yield is 0.540. (4) The reactants are Cl.[F:2][C:3]([F:14])([F:13])[C:4]1[C:9]([C:10](N)=[O:11])=[CH:8][N:7]=[CH:6][CH:5]=1.C(=O)([O-])[O-:16].[Na+].[Na+]. The catalyst is O. The product is [F:2][C:3]([F:14])([F:13])[C:4]1[C:9]([C:10]([OH:16])=[O:11])=[CH:8][N:7]=[CH:6][CH:5]=1. The yield is 0.897. (5) The reactants are [C:1]([NH:4][C:5]1[S:6][C:7]([C:11]2[N:12]=[C:13]([C:16](Cl)=[O:17])[S:14][CH:15]=2)=[C:8]([CH3:10])[N:9]=1)(=[O:3])[CH3:2].[NH:19]1[CH2:24][CH2:23][NH:22][CH2:21][C:20]1=[O:25].C(N(CC)CC)C. The catalyst is C1COCC1.C(Cl)Cl. The product is [CH3:10][C:8]1[N:9]=[C:5]([NH:4][C:1](=[O:3])[CH3:2])[S:6][C:7]=1[C:11]1[N:12]=[C:13]([C:16]([N:22]2[CH2:23][CH2:24][NH:19][C:20](=[O:25])[CH2:21]2)=[O:17])[S:14][CH:15]=1. The yield is 0.250. (6) The reactants are [Li+].[BH4-].[NH2:3][C:4]1[CH:9]=[CH:8][C:7]([C:10]2[CH2:11][C@@H:12]3[N:18]([CH:19]=2)[C:17](=[O:20])[C:16]2[CH:21]=[C:22]([O:66][CH3:67])[C:23]([O:25][CH2:26][CH2:27][CH2:28][CH2:29][CH2:30][O:31][C:32]4[C:63]([O:64][CH3:65])=[CH:62][C:35]5[C:36](=[O:61])[N:37]6[CH:52]=[C:51]([C:53]7[CH:58]=[CH:57][C:56]([O:59][CH3:60])=[CH:55][CH:54]=7)[CH2:50][C@H:38]6[C:39](=O)[N:40](COCC[Si](C)(C)C)[C:34]=5[CH:33]=4)=[CH:24][C:15]=2[N:14](COCC[Si](C)(C)C)[C:13]3=O)=[CH:6][CH:5]=1.CCO. The catalyst is C1COCC1. The product is [NH2:3][C:4]1[CH:9]=[CH:8][C:7]([C:10]2[CH2:11][C@@H:12]3[N:18]([CH:19]=2)[C:17](=[O:20])[C:16]2[CH:21]=[C:22]([O:66][CH3:67])[C:23]([O:25][CH2:26][CH2:27][CH2:28][CH2:29][CH2:30][O:31][C:32]4[C:63]([O:64][CH3:65])=[CH:62][C:35]5[C:36](=[O:61])[N:37]6[CH:52]=[C:51]([C:53]7[CH:54]=[CH:55][C:56]([O:59][CH3:60])=[CH:57][CH:58]=7)[CH2:50][C@H:38]6[CH:39]=[N:40][C:34]=5[CH:33]=4)=[CH:24][C:15]=2[N:14]=[CH:13]3)=[CH:6][CH:5]=1. The yield is 0.520. (7) The reactants are [Br:1][C:2]1[S:3][C:4]([C:15]2[NH:19][CH:18]=[N:17][N:16]=2)=[C:5]([CH2:7][C:8]2[CH:13]=[CH:12][C:11]([Cl:14])=[CH:10][CH:9]=2)[N:6]=1.O1CCCC1.[O:25]1[CH:30]=[CH:29][CH2:28][CH2:27][CH2:26]1.O.C1(C)C=CC(S(O)(=O)=O)=CC=1. The catalyst is C([O-])(O)=O.[Na+]. The product is [Br:1][C:2]1[S:3][C:4]([C:15]2[N:19]=[CH:18][N:17]([CH:26]3[CH2:27][CH2:28][CH2:29][CH2:30][O:25]3)[N:16]=2)=[C:5]([CH2:7][C:8]2[CH:13]=[CH:12][C:11]([Cl:14])=[CH:10][CH:9]=2)[N:6]=1. The yield is 0.670.